This data is from Reaction yield outcomes from USPTO patents with 853,638 reactions. The task is: Predict the reaction yield, written as a fraction of the theoretical maximum amount of product (1.0 means a 100% yield; for example, 0.34 means a 34% yield). (1) The reactants are [NH2:1][C:2]1[C:3]([N+:18]([O-])=O)=[C:4]([CH:9]=[C:10]([N:12]2[CH2:17][CH2:16][O:15][CH2:14][CH2:13]2)[CH:11]=1)[C:5]([O:7][CH3:8])=[O:6]. The catalyst is CO.[Pd]. The product is [NH2:18][C:3]1[C:2]([NH2:1])=[CH:11][C:10]([N:12]2[CH2:17][CH2:16][O:15][CH2:14][CH2:13]2)=[CH:9][C:4]=1[C:5]([O:7][CH3:8])=[O:6]. The yield is 0.801. (2) The reactants are C1C=C(Cl)C=C(C(OO)=[O:9])C=1.[F:12][C:13]([F:34])([F:33])[C:14]1[CH:15]=[C:16]([C:20]2[N:25]=[CH:24][C:23](/[CH:26]=[CH:27]/[C:28]([O:30][CH2:31][CH3:32])=[O:29])=[CH:22][CH:21]=2)[CH:17]=[CH:18][CH:19]=1. The catalyst is C(Cl)Cl. The product is [CH2:31]([O:30][C:28](=[O:29])/[CH:27]=[CH:26]/[C:23]1[CH:22]=[CH:21][C:20]([C:16]2[CH:17]=[CH:18][CH:19]=[C:14]([C:13]([F:33])([F:12])[F:34])[CH:15]=2)=[N+:25]([O-:9])[CH:24]=1)[CH3:32]. The yield is 0.660. (3) The reactants are [C:1]([C:9]1[NH:13][C:12]([CH2:14][C:15]([O:17]CC)=[O:16])=[C:11](C(O)=O)[C:10]=1[CH3:23])(=[O:8])[C:2]1[CH:7]=[CH:6][CH:5]=[CH:4][CH:3]=1.N1C2C(=CC=CC=2)C=CC=1.Cl.C(C1NC(CC(OCC)=O)=CC=1C)(=O)C1C=CC=CC=1.[OH-].[Na+]. The catalyst is [Cr]([O-])([O-])=O.[Cu+2].C(O)C. The product is [C:1]([C:9]1[NH:13][C:12]([CH2:14][C:15]([OH:17])=[O:16])=[CH:11][C:10]=1[CH3:23])(=[O:8])[C:2]1[CH:7]=[CH:6][CH:5]=[CH:4][CH:3]=1. The yield is 0.500. (4) The reactants are [C:1]([O:8][CH3:9])(=[O:7])/[CH:2]=[CH:3]/[C:4]([OH:6])=[O:5].Cl[CH2:11][C:12]([N:14]1[CH2:18][CH2:17][CH2:16][C@H:15]1[C:19]([O:21][C:22]([CH3:25])([CH3:24])[CH3:23])=[O:20])=[O:13]. The catalyst is CN1C(=O)CCC1. The product is [C:4]([O:6][CH2:11][C:12]([N:14]1[CH2:18][CH2:17][CH2:16][C@H:15]1[C:19]([O:21][C:22]([CH3:25])([CH3:24])[CH3:23])=[O:20])=[O:13])(=[O:5])/[CH:3]=[CH:2]/[C:1]([O:8][CH3:9])=[O:7]. The yield is 0.340. (5) The reactants are N1[CH:6]=[CH:5][C:4]([NH:7][C:8]([N:10]2[CH2:13][CH:12]([O:14][C:15]3[CH:20]=[CH:19][C:18](I)=[CH:17][N:16]=3)[CH2:11]2)=[O:9])=[N:3]C=1.[F:22][C:23]1[CH:28]=[CH:27][CH:26]=[C:25]([F:29])[C:24]=1[B-](F)(F)F.[K+].CCO.[CH2:38]([N:40](CC)CC)C. The catalyst is C(Cl)Cl. The product is [N:40]1[CH:38]=[CH:6][CH:5]=[C:4]([NH:7][C:8]([N:10]2[CH2:11][CH:12]([O:14][C:15]3[CH:20]=[CH:19][C:18]([C:24]4[C:23]([F:22])=[CH:28][CH:27]=[CH:26][C:25]=4[F:29])=[CH:17][N:16]=3)[CH2:13]2)=[O:9])[N:3]=1. The yield is 0.170.